From a dataset of Catalyst prediction with 721,799 reactions and 888 catalyst types from USPTO. Predict which catalyst facilitates the given reaction. Reactant: [OH:1][C@H:2]([CH3:12])[CH2:3][NH:4][C:5](=[O:11])[O:6][C:7]([CH3:10])([CH3:9])[CH3:8].[CH3:13]N(C)C1C2C(=CC=CC=2N(C)C)C=CC=1.F[B-](F)(F)F.C[O+](C)C.O. Product: [CH3:13][O:1][C@H:2]([CH3:12])[CH2:3][NH:4][C:5](=[O:11])[O:6][C:7]([CH3:8])([CH3:10])[CH3:9]. The catalyst class is: 2.